Dataset: Full USPTO retrosynthesis dataset with 1.9M reactions from patents (1976-2016). Task: Predict the reactants needed to synthesize the given product. (1) Given the product [Cl:15][C:16]1[CH:17]=[C:18]([C:23]2[N:8]([C:6]3[CH:5]=[CH:4][C:3]([S:10]([NH2:13])(=[O:11])=[O:12])=[C:2]([F:1])[CH:7]=3)[N:9]=[C:25]([CH:26]([F:27])[F:28])[CH:24]=2)[CH:19]=[CH:20][C:21]=1[CH3:22], predict the reactants needed to synthesize it. The reactants are: [F:1][C:2]1[CH:7]=[C:6]([NH:8][NH2:9])[CH:5]=[CH:4][C:3]=1[S:10]([NH2:13])(=[O:12])=[O:11].Cl.[Cl:15][C:16]1[CH:17]=[C:18]([C:23](=O)[CH2:24][C:25](=O)[CH:26]([F:28])[F:27])[CH:19]=[CH:20][C:21]=1[CH3:22].O. (2) Given the product [Si:37]([O:36][C@H:20]([C:12]1[CH:11]=[CH:10][C:9]([OH:8])=[C:18]2[C:13]=1[CH:14]=[CH:15][C:16](=[O:19])[NH:17]2)[CH2:21][NH:22][C@@H:23]([CH3:35])[CH2:24][C:25]1[CH:26]=[C:27]([CH2:31][C:32]([OH:34])=[O:33])[CH:28]=[CH:29][CH:30]=1)([C:40]([CH3:43])([CH3:41])[CH3:42])([CH3:39])[CH3:38], predict the reactants needed to synthesize it. The reactants are: C([O:8][C:9]1[CH:10]=[CH:11][C:12]([C@@H:20]([O:36][Si:37]([C:40]([CH3:43])([CH3:42])[CH3:41])([CH3:39])[CH3:38])[CH2:21][NH:22][C@@H:23]([CH3:35])[CH2:24][C:25]2[CH:26]=[C:27]([CH2:31][C:32]([OH:34])=[O:33])[CH:28]=[CH:29][CH:30]=2)=[C:13]2[C:18]=1[NH:17][C:16](=[O:19])[CH:15]=[CH:14]2)C1C=CC=CC=1. (3) Given the product [C:15]1([C:14]2[C:9]3[C:8]([NH:21][CH2:22][C:23]4[CH:28]=[CH:27][CH:26]=[CH:25][N:24]=4)=[N:7][C:6]([CH2:5][CH2:4][OH:3])=[N:11][C:10]=3[S:12][CH:13]=2)[CH:16]=[CH:17][CH:18]=[CH:19][CH:20]=1, predict the reactants needed to synthesize it. The reactants are: C([O:3][C:4](=O)[CH2:5][C:6]1[N:7]=[C:8]([NH:21][CH2:22][C:23]2[CH:28]=[CH:27][CH:26]=[CH:25][N:24]=2)[C:9]2[C:14]([C:15]3[CH:20]=[CH:19][CH:18]=[CH:17][CH:16]=3)=[CH:13][S:12][C:10]=2[N:11]=1)C.[H-].C([Al+]CC(C)C)C(C)C. (4) Given the product [S:15]1[CH:16]=[CH:17][CH:18]=[C:14]1[N:7]1[C:1]2[CH:2]=[CH:3][CH:4]=[CH:5][C:6]=2[C:13]2[C:8]1=[CH:9][CH:10]=[CH:11][CH:12]=2, predict the reactants needed to synthesize it. The reactants are: [C:1]1([N:7]([C:14]2[S:15][CH:16]=[CH:17][CH:18]=2)[C:8]2[CH:13]=[CH:12][CH:11]=[CH:10][CH:9]=2)[CH:6]=[CH:5][CH:4]=[CH:3][CH:2]=1.C([Sn](CCCC)(CCCC)C1SC(N(C2C=CC=CC=2)C2C=CC=CC=2)=CC=1)CCC.C1C2NC3C(=CC=CC=3)C=2C=CC=1.C1(NC2C=CC=CC=2)C=CC=CC=1. (5) Given the product [Br:1][C:2]1[C:3]([O:13][C:14]2[CH:19]=[CH:18][CH:17]=[CH:16][CH:15]=2)=[C:4]2[C:9](=[CH:10][CH:11]=1)[N:8]([C:26](=[O:28])[CH3:27])[CH:7]([CH3:12])[CH2:6][CH2:5]2, predict the reactants needed to synthesize it. The reactants are: [Br:1][C:2]1[C:3]([O:13][C:14]2[CH:19]=[CH:18][CH:17]=[CH:16][CH:15]=2)=[C:4]2[C:9](=[CH:10][CH:11]=1)[NH:8][CH:7]([CH3:12])[CH2:6][CH2:5]2.N1C=CC=CC=1.[C:26](Cl)(=[O:28])[CH3:27]. (6) The reactants are: [CH3:1][O:2][C:3](=[O:31])[CH:4]([C:17]1[CH:22]=[C:21]([C:23]([F:26])([F:25])[F:24])[CH:20]=[C:19]([C:27]([F:30])([F:29])[F:28])[CH:18]=1)[N:5]1[C:14]2[C:9](=[CH:10][CH:11]=[CH:12][CH:13]=2)[NH:8][CH:7]([CH2:15][CH3:16])[CH2:6]1.N1C=CC=CC=1.Cl[C:39]([O:41][CH2:42][CH3:43])=[O:40]. Given the product [CH2:42]([O:41][C:39]([N:8]1[C:9]2[C:14](=[CH:13][CH:12]=[CH:11][CH:10]=2)[N:5]([CH:4]([C:17]2[CH:22]=[C:21]([C:23]([F:24])([F:25])[F:26])[CH:20]=[C:19]([C:27]([F:28])([F:29])[F:30])[CH:18]=2)[C:3]([O:2][CH3:1])=[O:31])[CH2:6][CH:7]1[CH2:15][CH3:16])=[O:40])[CH3:43], predict the reactants needed to synthesize it. (7) Given the product [C:24]([NH:23][CH2:22][CH2:21][NH:20][C:17]([C:6]1[C:7]2[N:11]=[C:10]([C:12]3[S:13][CH:14]=[CH:15][CH:16]=3)[NH:9][C:8]=2[C:3]([O:2][CH3:1])=[CH:4][CH:5]=1)=[O:19])(=[O:26])[CH3:25], predict the reactants needed to synthesize it. The reactants are: [CH3:1][O:2][C:3]1[C:8]2[NH:9][C:10]([C:12]3[S:13][CH:14]=[CH:15][CH:16]=3)=[N:11][C:7]=2[C:6]([C:17]([OH:19])=O)=[CH:5][CH:4]=1.[NH2:20][CH2:21][CH2:22][NH:23][C:24](=[O:26])[CH3:25].